Dataset: Catalyst prediction with 721,799 reactions and 888 catalyst types from USPTO. Task: Predict which catalyst facilitates the given reaction. Reactant: [C:1]([O:5][C:6]([N:8]1[CH2:13][CH2:12][N:11]([C:14]2[CH:19]=[C:18]([OH:20])[CH:17]=[CH:16][C:15]=2[O:21][CH3:22])[CH2:10][CH2:9]1)=[O:7])([CH3:4])([CH3:3])[CH3:2].C(=O)([O-])[O-].[Cs+].[Cs+].C1(C)C=CC(S(O[CH2:39][C:40]([F:43])([F:42])[F:41])(=O)=O)=CC=1. Product: [C:1]([O:5][C:6]([N:8]1[CH2:13][CH2:12][N:11]([C:14]2[CH:19]=[C:18]([O:20][CH2:39][C:40]([F:43])([F:42])[F:41])[CH:17]=[CH:16][C:15]=2[O:21][CH3:22])[CH2:10][CH2:9]1)=[O:7])([CH3:4])([CH3:3])[CH3:2]. The catalyst class is: 10.